Dataset: Full USPTO retrosynthesis dataset with 1.9M reactions from patents (1976-2016). Task: Predict the reactants needed to synthesize the given product. (1) The reactants are: [CH:1]1([NH:6][C:7]2[N:12]3[N:13]=[C:14]([C:28]4[CH:33]=[CH:32][C:31]([OH:34])=[CH:30][CH:29]=4)[C:15]([C:16]4[CH:21]=[CH:20][N:19]=[C:18]([NH:22][CH:23]5[CH2:27][CH2:26][CH2:25][CH2:24]5)[N:17]=4)=[C:11]3[CH:10]=[CH:9][CH:8]=2)[CH2:5][CH2:4][CH2:3][CH2:2]1.[C:35]1(B(O)O)[CH:40]=[CH:39][CH:38]=[CH:37][CH:36]=1.C(N(CC)CC)C. Given the product [CH:1]1([NH:6][C:7]2[N:12]3[N:13]=[C:14]([C:28]4[CH:29]=[CH:30][C:31]([O:34][C:35]5[CH:40]=[CH:39][CH:38]=[CH:37][CH:36]=5)=[CH:32][CH:33]=4)[C:15]([C:16]4[CH:21]=[CH:20][N:19]=[C:18]([NH:22][CH:23]5[CH2:24][CH2:25][CH2:26][CH2:27]5)[N:17]=4)=[C:11]3[CH:10]=[CH:9][CH:8]=2)[CH2:2][CH2:3][CH2:4][CH2:5]1, predict the reactants needed to synthesize it. (2) Given the product [F:21][C:10]1[N:2]([CH3:1])[N:3]=[C:4]2[C:9]=1[C:8]1[C@H:11]([CH2:14][CH2:15][NH:16][C:17](=[O:19])[CH3:18])[CH2:12][CH2:13][C:7]=1[CH:6]=[CH:5]2, predict the reactants needed to synthesize it. The reactants are: [CH3:1][N:2]1[CH:10]=[C:9]2[C:4]([CH:5]=[CH:6][C:7]3[CH2:13][CH2:12][C@@H:11]([CH2:14][CH2:15][NH:16][C:17](=[O:19])[CH3:18])[C:8]=32)=[N:3]1.[Xe](F)[F:21]. (3) Given the product [CH3:34][C:33]1([CH3:35])[C:29]([CH3:28])([CH3:43])[O:30][B:31]([C:36]2[CH:42]=[C:26]([NH:21][C:22](=[O:23])[O:1][CH2:2][CH2:3][N:4]3[CH2:9][CH2:8][O:7][CH2:6][CH2:5]3)[CH:25]=[CH:24][CH:37]=2)[O:32]1, predict the reactants needed to synthesize it. The reactants are: [OH:1][CH2:2][CH2:3][N:4]1[CH2:9][CH2:8][O:7][CH2:6][CH2:5]1.[CH2:25]1[C:26](=O)[N:21](OC(O[N:21]2[C:26](=O)[CH2:25][CH2:24][C:22]2=[O:23])=O)[C:22](=[O:23])[CH2:24]1.[CH3:28][C:29]1([CH3:43])[C:33]([CH3:35])([CH3:34])[O:32][B:31]([C:36]2[CH:37]=C(C=C[CH:42]=2)N)[O:30]1.C([O-])([O-])=O.[K+].[K+]. (4) Given the product [O:13]1[CH:17]=[CH:16][C:15]([C:2]2[CH:11]=[CH:10][C:9]3[C:8](=[O:12])[CH2:7][CH2:6][O:31][C:4]=3[CH:3]=2)=[CH:14]1, predict the reactants needed to synthesize it. The reactants are: Br[C:2]1[CH:3]=[C:4]2[C:9](=[CH:10][CH:11]=1)[C:8](=[O:12])[CH2:7][CH2:6]C2.[O:13]1[CH:17]=[CH:16][C:15](B2OC(C)(C)C(C)(C)O2)=[CH:14]1.C(Cl)Cl.C([O-])(O)=[O:31].[Na+].